Dataset: Forward reaction prediction with 1.9M reactions from USPTO patents (1976-2016). Task: Predict the product of the given reaction. (1) Given the reactants [H-].[Na+].[Cl:3][C:4]1[CH:5]=[C:6]([S:11][C:12]2[CH:17]=[CH:16][C:15]([N+:18]([O-:20])=[O:19])=[CH:14][C:13]=2[S:21]([NH:24][CH2:25][CH2:26][N:27]2[CH2:32][CH2:31][CH2:30][CH2:29][CH2:28]2)(=[O:23])=[O:22])[CH:7]=[C:8]([Cl:10])[CH:9]=1.[CH3:33]I, predict the reaction product. The product is: [Cl:10][C:8]1[CH:7]=[C:6]([S:11][C:12]2[CH:17]=[CH:16][C:15]([N+:18]([O-:20])=[O:19])=[CH:14][C:13]=2[S:21]([N:24]([CH3:33])[CH2:25][CH2:26][N:27]2[CH2:28][CH2:29][CH2:30][CH2:31][CH2:32]2)(=[O:22])=[O:23])[CH:5]=[C:4]([Cl:3])[CH:9]=1. (2) Given the reactants [NH2:1][CH2:2][C:3]1[N:8]=[CH:7][C:6]([CH2:9][N:10]2[C:15]([CH3:16])=[CH:14][C:13]([O:17][CH2:18][C:19]3[CH:24]=[CH:23][C:22]([F:25])=[CH:21][C:20]=3[F:26])=[C:12]([Br:27])[C:11]2=[O:28])=[CH:5][N:4]=1.CN1CCOCC1.C([O:39][CH2:40][C:41](Cl)=[O:42])(=O)C, predict the reaction product. The product is: [Br:27][C:12]1[C:11](=[O:28])[N:10]([CH2:9][C:6]2[CH:7]=[N:8][C:3]([CH2:2][NH:1][C:40](=[O:39])[CH2:41][OH:42])=[N:4][CH:5]=2)[C:15]([CH3:16])=[CH:14][C:13]=1[O:17][CH2:18][C:19]1[CH:24]=[CH:23][C:22]([F:25])=[CH:21][C:20]=1[F:26]. (3) Given the reactants [H-].[Na+].[CH2:3]([O:5][C:6]1[CH:24]=[CH:23][C:9]([CH2:10][C:11]2[NH:15][C:14]3[CH:16]=[CH:17][C:18]([N+:20]([O-:22])=[O:21])=[CH:19][C:13]=3[N:12]=2)=[CH:8][CH:7]=1)[CH3:4].Cl[CH2:26][CH2:27][N:28]([CH2:31][CH3:32])[CH2:29][CH3:30], predict the reaction product. The product is: [CH2:3]([O:5][C:6]1[CH:24]=[CH:23][C:9]([CH2:10][C:11]2[N:12]([CH2:26][CH2:27][N:28]([CH2:31][CH3:32])[CH2:29][CH3:30])[C:13]3[CH:19]=[C:18]([N+:20]([O-:22])=[O:21])[CH:17]=[CH:16][C:14]=3[N:15]=2)=[CH:8][CH:7]=1)[CH3:4]. (4) Given the reactants [NH2:1][C:2]1[CH:7]=[CH:6][C:5]([C:8]([CH3:12])([CH3:11])[C:9]#[N:10])=[C:4](Br)[CH:3]=1.B1(C=C)OB([CH:20]=[CH2:21])OB(C=C)O1.C1C=CN=CC=1.C([O-])([O-])=O.[K+].[K+].C([O-])(O)=O.[Na+], predict the reaction product. The product is: [NH2:1][C:2]1[CH:7]=[CH:6][C:5]([C:8]([CH3:12])([CH3:11])[C:9]#[N:10])=[C:4]([CH:20]=[CH2:21])[CH:3]=1.